This data is from Reaction yield outcomes from USPTO patents with 853,638 reactions. The task is: Predict the reaction yield, written as a fraction of the theoretical maximum amount of product (1.0 means a 100% yield; for example, 0.34 means a 34% yield). (1) The reactants are [C:1]([C:5]1[CH:6]=[C:7]([OH:20])[CH:8]=[C:9]([B:11]2[O:15][C:14]([CH3:17])([CH3:16])[C:13]([CH3:19])([CH3:18])[O:12]2)[CH:10]=1)([CH3:4])([CH3:3])[CH3:2].Br[CH:22]([CH3:24])[CH3:23].C(=O)([O-])[O-].[K+].[K+]. The catalyst is CN(C=O)C.CCOC(C)=O. The product is [C:1]([C:5]1[CH:10]=[C:9]([B:11]2[O:12][C:13]([CH3:19])([CH3:18])[C:14]([CH3:17])([CH3:16])[O:15]2)[CH:8]=[C:7]([O:20][CH:22]([CH3:24])[CH3:23])[CH:6]=1)([CH3:4])([CH3:2])[CH3:3]. The yield is 0.660. (2) The reactants are [CH3:1][O:2][C:3]([C:5]1[CH:6]=[C:7]([CH:11]=[C:12]([I:14])[CH:13]=1)[C:8]([NH2:10])=O)=[O:4]. The catalyst is S(Cl)(Cl)=O. The product is [CH3:1][O:2][C:3](=[O:4])[C:5]1[CH:13]=[C:12]([I:14])[CH:11]=[C:7]([C:8]#[N:10])[CH:6]=1. The yield is 0.290. (3) The reactants are [OH:1][C:2]1[C:6]([CH3:15])([CH2:7][CH2:8][CH2:9][CH2:10][CH2:11][CH2:12][CH2:13][CH3:14])[S:5][C:4](=[O:16])[CH:3]=1.I[CH:18]([CH3:22])[CH2:19][CH2:20][Cl:21]. No catalyst specified. The product is [Cl:21][CH2:20][CH2:19][CH2:18][CH2:22][O:1][C:2]1[C:6]([CH3:15])([CH2:7][CH2:8][CH2:9][CH2:10][CH2:11][CH2:12][CH2:13][CH3:14])[S:5][C:4](=[O:16])[CH:3]=1. The yield is 0.850. (4) The reactants are ClC(Cl)(Cl)[C:3]([C:5]1[NH:9][CH:8]=[C:7]([CH:10]=[O:11])[CH:6]=1)=[O:4].[H-].[Na+].[CH3:16][S:17](Cl)(=[O:19])=[O:18].Cl.[CH3:22][OH:23]. The catalyst is C(N(CC)CC)C. The product is [CH3:22][O:23][C:3]([C:5]1[N:9]([S:17]([CH3:16])(=[O:19])=[O:18])[CH:8]=[C:7]([CH:10]=[O:11])[CH:6]=1)=[O:4]. The yield is 0.820. (5) The reactants are [CH2:1]([O:3][C:4]([C:6]1[CH:10]=[C:9]([C:11]2[N:15]=[C:14](SC3C=CC=CC=3)[N:13]([CH3:23])[N:12]=2)[N:8]([C:24]2[CH:25]=[N:26][C:27]([O:30][CH3:31])=[CH:28][CH:29]=2)[N:7]=1)=[O:5])[CH3:2]. The catalyst is [Ni].C(O)C. The product is [CH2:1]([O:3][C:4]([C:6]1[CH:10]=[C:9]([C:11]2[N:15]=[CH:14][N:13]([CH3:23])[N:12]=2)[N:8]([C:24]2[CH:25]=[N:26][C:27]([O:30][CH3:31])=[CH:28][CH:29]=2)[N:7]=1)=[O:5])[CH3:2]. The yield is 0.550. (6) The reactants are F[C:2](F)(F)[C:3](O)=O.[Cl:8][C:9]1[CH:10]=[CH:11][C:12]([NH:15][C:16](=[O:33])[C:17]2[CH:22]=[C:21]([CH3:23])[CH:20]=[CH:19][C:18]=2[NH:24][C:25]([CH:27]2[CH2:32][CH2:31][NH:30][CH2:29][CH2:28]2)=[O:26])=[N:13][CH:14]=1.[C:34](O)(=O)C.C([BH3-])#N.[Na+].[Cl-].[NH4+]. The catalyst is CO.CC(C)=O. The product is [ClH:8].[Cl:8][C:9]1[CH:10]=[CH:11][C:12]([NH:15][C:16](=[O:33])[C:17]2[CH:22]=[C:21]([CH3:23])[CH:20]=[CH:19][C:18]=2[NH:24][C:25]([CH:27]2[CH2:32][CH2:31][N:30]([CH:2]([CH3:3])[CH3:34])[CH2:29][CH2:28]2)=[O:26])=[N:13][CH:14]=1. The yield is 0.880.